Dataset: Peptide-MHC class II binding affinity with 134,281 pairs from IEDB. Task: Regression. Given a peptide amino acid sequence and an MHC pseudo amino acid sequence, predict their binding affinity value. This is MHC class II binding data. (1) The peptide sequence is GEMLLRTAIGQVSRP. The MHC is DRB1_0401 with pseudo-sequence DRB1_0401. The binding affinity (normalized) is 0.336. (2) The peptide sequence is PEEIKQLQQFQKEDA. The MHC is DRB1_1302 with pseudo-sequence DRB1_1302. The binding affinity (normalized) is 0.122.